This data is from Catalyst prediction with 721,799 reactions and 888 catalyst types from USPTO. The task is: Predict which catalyst facilitates the given reaction. (1) Reactant: [OH:1][C:2]1[CH:10]=[CH:9][C:5]([CH2:6][C:7]#[N:8])=[CH:4][CH:3]=1.[CH2:11](Br)[C:12]1[CH:17]=[CH:16][CH:15]=[CH:14][CH:13]=1.C(=O)([O-])[O-].[K+].[K+]. Product: [CH2:11]([O:1][C:2]1[CH:10]=[CH:9][C:5]([CH2:6][C:7]#[N:8])=[CH:4][CH:3]=1)[C:12]1[CH:17]=[CH:16][CH:15]=[CH:14][CH:13]=1. The catalyst class is: 372. (2) Reactant: [CH:1]([C:4]1[CH:9]=[CH:8][C:7]([S:10]([NH:13][C:14]2[CH:19]=[CH:18][C:17]([CH:20]3[CH2:23][N:22]([C:24](=O)[CH2:25][CH3:26])[CH2:21]3)=[CH:16][CH:15]=2)(=[O:12])=[O:11])=[CH:6][CH:5]=1)([CH3:3])[CH3:2].C(OCC)(=O)C. Product: [CH:1]([C:4]1[CH:9]=[CH:8][C:7]([S:10]([NH:13][C:14]2[CH:19]=[CH:18][C:17]([CH:20]3[CH2:21][N:22]([CH2:24][CH2:25][CH3:26])[CH2:23]3)=[CH:16][CH:15]=2)(=[O:11])=[O:12])=[CH:6][CH:5]=1)([CH3:3])[CH3:2]. The catalyst class is: 1. (3) Reactant: [Si]([O:8][C@@H:9]([CH2:45][O:46][CH3:47])[CH2:10][O:11][C:12]1[C:16]([CH3:17])=[C:15]([NH:18][C:19]([NH:21][C@H:22]2[C@H:26]([C:27]3[CH:32]=[CH:31][C:30]([F:33])=[C:29]([F:34])[CH:28]=3)[CH2:25][N:24]([CH2:35][CH2:36][O:37][CH3:38])[CH2:23]2)=[O:20])[N:14]([C:39]2[CH:44]=[CH:43][CH:42]=[CH:41][CH:40]=2)[N:13]=1)(C(C)(C)C)(C)C.Cl. Product: [F:34][C:29]1[CH:28]=[C:27]([C@@H:26]2[CH2:25][N:24]([CH2:35][CH2:36][O:37][CH3:38])[CH2:23][C@H:22]2[NH:21][C:19]([NH:18][C:15]2[N:14]([C:39]3[CH:40]=[CH:41][CH:42]=[CH:43][CH:44]=3)[N:13]=[C:12]([O:11][CH2:10][C@@H:9]([OH:8])[CH2:45][O:46][CH3:47])[C:16]=2[CH3:17])=[O:20])[CH:32]=[CH:31][C:30]=1[F:33]. The catalyst class is: 1. (4) The catalyst class is: 2. Product: [F:10][C:11]1[CH:16]=[CH:15][CH:14]=[CH:13][C:12]=1[N:17]1[C:25]2[C:20](=[C:21]([N:26]3[CH2:33][C@@H:32]4[C@H:28]([CH2:29][N:30]([C:35](=[O:39])[CH:36]([CH3:38])[CH3:37])[CH2:31]4)[C:27]3=[O:34])[CH:22]=[CH:23][CH:24]=2)[CH:19]=[N:18]1. Reactant: C(N(C(C)C)C(C)C)C.[F:10][C:11]1[CH:16]=[CH:15][CH:14]=[CH:13][C:12]=1[N:17]1[C:25]2[C:20](=[C:21]([N:26]3[CH2:33][CH:32]4[CH:28]([CH2:29][NH:30][CH2:31]4)[C:27]3=[O:34])[CH:22]=[CH:23][CH:24]=2)[CH:19]=[N:18]1.[C:35](Cl)(=[O:39])[CH:36]([CH3:38])[CH3:37]. (5) Reactant: [CH3:1][C:2]1([CH3:9])[O:6][C@@H:5]([CH:7]=[O:8])[CH2:4][O:3]1.[CH:10]([Mg]Br)=[CH2:11].[Cl-].[NH4+]. Product: [CH3:1][C:2]1([CH3:9])[O:6][C@@H:5]([CH:7]([OH:8])[CH:10]=[CH2:11])[CH2:4][O:3]1. The catalyst class is: 375. (6) Reactant: C([N:3]([CH2:6][CH3:7])CC)C.[C:8](Cl)(=[O:15])[C:9]1[CH:14]=[CH:13][CH:12]=[CH:11][CH:10]=1. Product: [C:9]1([C:8]2[O:15][C:10]3[CH:11]=[CH:7][C:6]([NH2:3])=[CH:14][C:9]=3[CH:8]=2)[CH:14]=[CH:13][CH:12]=[CH:11][CH:10]=1. The catalyst class is: 11. (7) Reactant: [CH:1]1(C(Cl)=O)CCCC1.[CH:9]1([C:14]([N:16]=[C:17]=[S:18])=[O:15])[CH2:13][CH2:12][CH2:11][CH2:10]1.[CH3:19][O:20][C:21]1[CH:22]=[C:23]2[C:28](=[CH:29][C:30]=1[O:31][CH3:32])[N:27]=[CH:26]N=[C:24]2[O:33][C:34]1[CH:40]=[CH:39][C:37]([NH2:38])=[CH:36][CH:35]=1.C1(C)C=CC=CC=1. Product: [CH:9]1([C:14]([N:16]=[C:17]=[S:18])=[O:15])[CH2:13][CH2:12][CH2:11][CH2:10]1.[CH:9]1([C:14]([NH:16][C:17]([NH:38][C:37]2[CH:39]=[CH:40][C:34]([O:33][C:24]3[C:23]4[C:28](=[CH:29][C:30]([O:31][CH3:32])=[C:21]([O:20][CH3:19])[CH:22]=4)[N:27]=[CH:26][CH:1]=3)=[CH:35][CH:36]=2)=[S:18])=[O:15])[CH2:13][CH2:12][CH2:11][CH2:10]1. The catalyst class is: 8. (8) Product: [Br:1][C:2]1[CH:13]=[CH:12][C:5]2[S:6][CH:7]=[C:8]([CH2:9][OH:10])[C:4]=2[CH:3]=1. The catalyst class is: 1. Reactant: [Br:1][C:2]1[CH:13]=[CH:12][C:5]2[S:6][CH:7]=[C:8]([C:9](O)=[O:10])[C:4]=2[CH:3]=1.C(OC(Cl)=O)C(C)C.[BH4-].[Na+].O. (9) Reactant: [OH-:1].[Na+].[CH:3](=O)[C:4]1[C:5]([O:10][CH3:11])=[CH:6][CH:7]=[CH:8][CH:9]=1.Cl.[NH2:14]O. Product: [CH3:11][O:10][C:5]1[CH:6]=[CH:7][CH:8]=[CH:9][C:4]=1[CH:3]=[N:14][OH:1]. The catalyst class is: 97. (10) Reactant: [OH-].[K+].[CH2:3]([O:10][CH2:11][CH:12]1[CH2:17][CH2:16][CH:15]([C:18](=[O:26])[CH2:19][CH2:20][C:21]([O:23]CC)=[O:22])[CH2:14][CH2:13]1)[C:4]1[CH:9]=[CH:8][CH:7]=[CH:6][CH:5]=1.Cl. Product: [CH2:3]([O:10][CH2:11][CH:12]1[CH2:13][CH2:14][CH:15]([C:18](=[O:26])[CH2:19][CH2:20][C:21]([OH:23])=[O:22])[CH2:16][CH2:17]1)[C:4]1[CH:9]=[CH:8][CH:7]=[CH:6][CH:5]=1. The catalyst class is: 14.